From a dataset of Catalyst prediction with 721,799 reactions and 888 catalyst types from USPTO. Predict which catalyst facilitates the given reaction. Reactant: [Cl:1][C:2]1[C:3]([F:45])=[C:4]([C@@H:8]2[C@:12]([C:15]3[CH:20]=[CH:19][C:18]([Cl:21])=[CH:17][C:16]=3[F:22])([C:13]#[N:14])[C@H:11]([CH2:23][C:24]([CH3:27])([CH3:26])[CH3:25])[NH:10][C@H:9]2[C:28](NC2C=CC(C(O)=O)=CC=2OC(F)(F)F)=[O:29])[CH:5]=[CH:6][CH:7]=1.[N:46]([C:49]1[CH:56]=[CH:55][C:52]([C:53]#[N:54])=[CH:51][CH:50]=1)=[C:47]=[O:48]. Product: [Cl:1][C:2]1[C:3]([F:45])=[C:4]([C@H:8]2[C@H:9]3[N:10]([C:47](=[O:48])[N:46]([C:49]4[CH:56]=[CH:55][C:52]([C:53]#[N:54])=[CH:51][CH:50]=4)[C:28]3=[O:29])[C@@H:11]([CH2:23][C:24]([CH3:27])([CH3:25])[CH3:26])[C@@:12]2([C:15]2[CH:20]=[CH:19][C:18]([Cl:21])=[CH:17][C:16]=2[F:22])[C:13]#[N:14])[CH:5]=[CH:6][CH:7]=1. The catalyst class is: 2.